From a dataset of Forward reaction prediction with 1.9M reactions from USPTO patents (1976-2016). Predict the product of the given reaction. (1) Given the reactants [F:1][C:2]([F:16])([F:15])[CH2:3][CH2:4][O:5][C:6]1[N:11]=[CH:10][C:9]([C:12](=O)[CH3:13])=[CH:8][CH:7]=1.[CH3:17][C:18]([S@:21]([NH2:23])=[O:22])([CH3:20])[CH3:19], predict the reaction product. The product is: [CH3:17][C:18]([S@:21]([NH:23][CH:12]([C:9]1[CH:10]=[N:11][C:6]([O:5][CH2:4][CH2:3][C:2]([F:16])([F:15])[F:1])=[CH:7][CH:8]=1)[CH3:13])=[O:22])([CH3:20])[CH3:19]. (2) The product is: [CH2:1]([C:8]1[CH:9]=[C:10]([CH:22]=[CH:23][CH:24]=1)[CH2:11][N:12]1[CH:17]=[CH:16][CH:15]=[C:14]([C:18]([NH:25][C@@H:26]([CH2:34][CH2:35][CH2:36][NH:37][C:38]([NH:40][S:41]([C:44]2[C:45]([CH3:58])=[C:46]3[C:51](=[C:52]([CH3:55])[C:53]=2[CH3:54])[O:50][C:49]([CH3:57])([CH3:56])[CH2:48][CH2:47]3)(=[O:42])=[O:43])=[NH:39])[C:27]([O:29][C:30]([CH3:31])([CH3:32])[CH3:33])=[O:28])=[O:19])[C:13]1=[O:21])[C:2]1[CH:3]=[CH:4][CH:5]=[CH:6][CH:7]=1. Given the reactants [CH2:1]([C:8]1[CH:9]=[C:10]([CH:22]=[CH:23][CH:24]=1)[CH2:11][N:12]1[CH:17]=[CH:16][CH:15]=[C:14]([C:18](O)=[O:19])[C:13]1=[O:21])[C:2]1[CH:7]=[CH:6][CH:5]=[CH:4][CH:3]=1.[NH2:25][C@@H:26]([CH2:34][CH2:35][CH2:36][NH:37][C:38]([NH:40][S:41]([C:44]1[C:45]([CH3:58])=[C:46]2[C:51](=[C:52]([CH3:55])[C:53]=1[CH3:54])[O:50][C:49]([CH3:57])([CH3:56])[CH2:48][CH2:47]2)(=[O:43])=[O:42])=[NH:39])[C:27]([O:29][C:30]([CH3:33])([CH3:32])[CH3:31])=[O:28].CN(C(ON1N=NC2C=CC=CC1=2)=[N+](C)C)C.F[P-](F)(F)(F)(F)F.CCN(C(C)C)C(C)C, predict the reaction product. (3) Given the reactants [CH3:1][N:2]1[CH2:7][CH2:6][CH2:5][NH:4][C:3]1=[O:8].[H-].[Na+].Br[CH2:12][C:13]([O:15][C:16]([CH3:19])([CH3:18])[CH3:17])=[O:14], predict the reaction product. The product is: [CH3:1][N:2]1[CH2:7][CH2:6][CH2:5][N:4]([CH2:12][C:13]([O:15][C:16]([CH3:19])([CH3:18])[CH3:17])=[O:14])[C:3]1=[O:8]. (4) Given the reactants [CH3:1][C:2]1[N:3]([CH2:33][C:34]([OH:36])=[O:35])[C:4]2[C:9]([C:10]=1[C:11]1[C:20]3[C:15](=CC=CC=3)[C:14](=[O:21])[N:13]([CH2:22][C:23]3[CH:28]=[CH:27][C:26](C(F)(F)F)=[CH:25][CH:24]=3)[N:12]=1)=[CH:8][CH:7]=[CH:6][CH:5]=2.[Br:37]C1C=CC=C2C=1N(CC(OC)=O)C(C)=C2C1N=NC(O)=CC=1, predict the reaction product. The product is: [CH2:22]([N:13]1[C:14](=[O:21])[CH:15]=[CH:20][C:11]([C:10]2[C:9]3[C:4](=[C:5]([Br:37])[CH:6]=[CH:7][CH:8]=3)[N:3]([CH2:33][C:34]([OH:36])=[O:35])[C:2]=2[CH3:1])=[N:12]1)[C:23]1[CH:24]=[CH:25][CH:26]=[CH:27][CH:28]=1. (5) Given the reactants [NH2:1][C:2]1[C:11]([S:12]CC2C=CC(OC)=CC=2)=[CH:10][C:5]([C:6]([O:8][CH3:9])=[O:7])=[C:4]([NH:22][C:23]2[CH:28]=[CH:27][CH:26]=[CH:25][C:24]=2[Cl:29])[C:3]=1[F:30].C([C:33]1[C:39](=O)[C:38](Cl)=[C:37]([Cl:42])[C:35](=O)[C:34]=1C#N)#N.[OH2:45], predict the reaction product. The product is: [S:12]([C:11]1[C:2]([NH2:1])=[C:3]([F:30])[C:4]([NH:22][C:35]2[CH:34]=[CH:33][CH:39]=[CH:38][C:37]=2[Cl:42])=[C:5]([CH:10]=1)[C:6]([O:8][CH3:9])=[O:45])[S:12][C:11]1[C:2]([NH2:1])=[C:3]([F:30])[C:4]([NH:22][C:23]2[CH:28]=[CH:27][CH:26]=[CH:25][C:24]=2[Cl:29])=[C:5]([CH:10]=1)[C:6]([O:8][CH3:9])=[O:7]. (6) Given the reactants [H-].[Al+3].[Li+].[H-].[H-].[H-].CO[C:9]([N:11]1[CH2:16][CH2:15][NH:14][CH:13]([CH2:17][CH2:18][O:19][C:20]2[CH:25]=[CH:24][CH:23]=[CH:22][CH:21]=2)[CH2:12]1)=O.[OH-].[Na+].S([O-])([O-])(=O)=O.[Na+].[Na+], predict the reaction product. The product is: [CH3:9][N:11]1[CH2:16][CH2:15][NH:14][CH:13]([CH2:17][CH2:18][O:19][C:20]2[CH:25]=[CH:24][CH:23]=[CH:22][CH:21]=2)[CH2:12]1. (7) Given the reactants [NH2:1][C@H:2]([C:8]([O:10]C)=[O:9])[CH2:3][CH2:4][C:5](=[O:7])[OH:6].[NH2:12][C@H:13]([C:18]([OH:20])=[O:19])[CH2:14][CH:15]([CH3:17])[CH3:16].Cl.[OH-].[Na+], predict the reaction product. The product is: [NH2:12][C@H:13]([C:18]([OH:20])=[O:19])[CH2:14][CH:15]([CH3:17])[CH3:16].[NH2:1][C@H:2]([C:8]([OH:10])=[O:9])[CH2:3][CH2:4][C:5](=[O:6])[OH:7]. (8) Given the reactants C(OC([N:8]([CH2:10][C:11]1[C:15]([CH3:16])=[N:14][O:13][N:12]=1)[NH2:9])=O)(C)(C)C.[ClH:17], predict the reaction product. The product is: [ClH:17].[CH3:16][C:15]1[C:11]([CH2:10][NH:8][NH2:9])=[N:12][O:13][N:14]=1. (9) Given the reactants [Cl:1][C:2]1[C:3]([CH3:16])=[C:4]([N+:13]([O-])=O)[C:5]([O:11][CH3:12])=[C:6]([C:8](=[O:10])[CH3:9])[CH:7]=1.[H][H], predict the reaction product. The product is: [NH2:13][C:4]1[C:5]([O:11][CH3:12])=[C:6]([C:8](=[O:10])[CH3:9])[CH:7]=[C:2]([Cl:1])[C:3]=1[CH3:16].